From a dataset of Forward reaction prediction with 1.9M reactions from USPTO patents (1976-2016). Predict the product of the given reaction. (1) Given the reactants [O:1]1[CH2:6][CH2:5][CH2:4][CH2:3][CH:2]1[N:7]1[CH:11]=[C:10]([C:12]2[CH:13]=[C:14]3[C:18](=[CH:19][CH:20]=2)[N:17]([CH2:21][CH:22]2[CH2:26][N:25](C(OCC4C=CC=CC=4)=O)[CH2:24][CH2:23]2)[CH:16]=[CH:15]3)[CH:9]=[N:8]1.CO.ClCCl, predict the reaction product. The product is: [NH:25]1[CH2:24][CH2:23][CH:22]([CH2:21][N:17]2[C:18]3[C:14](=[CH:13][C:12]([C:10]4[CH:9]=[N:8][N:7]([CH:2]5[CH2:3][CH2:4][CH2:5][CH2:6][O:1]5)[CH:11]=4)=[CH:20][CH:19]=3)[CH:15]=[CH:16]2)[CH2:26]1. (2) The product is: [CH3:3][CH:1]([C:4]1[CH:5]=[C:6]([C:13]2[C:17]([CH2:18][N:19]([CH3:31])[CH2:20][CH2:21][NH:22][CH3:23])=[CH:16][NH:15][N:14]=2)[CH:7]=[C:8]([CH:10]([CH3:11])[CH3:12])[CH:9]=1)[CH3:2]. Given the reactants [CH:1]([C:4]1[CH:5]=[C:6]([C:13]2[C:17]([CH2:18][N:19]([CH3:31])[CH2:20][CH2:21][N:22](C)[C:23](=O)OC(C)(C)C)=[CH:16][N:15](C3CCCCO3)[N:14]=2)[CH:7]=[C:8]([CH:10]([CH3:12])[CH3:11])[CH:9]=1)([CH3:3])[CH3:2].Cl, predict the reaction product.